From a dataset of Reaction yield outcomes from USPTO patents with 853,638 reactions. Predict the reaction yield, written as a fraction of the theoretical maximum amount of product (1.0 means a 100% yield; for example, 0.34 means a 34% yield). (1) The reactants are [F:1][C:2]1[N:7]=[CH:6][C:5]([C:8]2[C:17]([N:18]([CH:20]([CH3:22])[CH3:21])[CH3:19])=[N:16][C:15]3[C:10](=[CH:11][CH:12]=[C:13]([C:23]([O:25]C)=[O:24])[CH:14]=3)[N:9]=2)=[CH:4][CH:3]=1.O[Li].O.Cl. The catalyst is O1CCCC1.O. The product is [F:1][C:2]1[N:7]=[CH:6][C:5]([C:8]2[C:17]([N:18]([CH:20]([CH3:22])[CH3:21])[CH3:19])=[N:16][C:15]3[C:10](=[CH:11][CH:12]=[C:13]([C:23]([OH:25])=[O:24])[CH:14]=3)[N:9]=2)=[CH:4][CH:3]=1. The yield is 0.650. (2) The yield is 0.760. The catalyst is O1CCOCC1.C1C=CC(P(C2C=CC=CC=2)[C-]2C=CC=C2)=CC=1.C1C=CC(P(C2C=CC=CC=2)[C-]2C=CC=C2)=CC=1.Cl[Pd]Cl.[Fe+2]. The reactants are [CH3:14][C:11]1([CH3:15])[CH2:12][O:13][B:8]([B:8]2[O:13][CH2:12][C:11]([CH3:15])([CH3:14])[CH2:10][O:9]2)[O:9][CH2:10]1.C([O-])(=O)C.[K+].Br[C:23]1[CH:28]=[CH:27][C:26]([C:29]2([OH:33])[CH2:32][CH2:31][CH2:30]2)=[CH:25][CH:24]=1. The product is [CH3:15][C:11]1([CH3:14])[CH2:10][O:9][B:8]([C:23]2[CH:28]=[CH:27][C:26]([C:29]3([OH:33])[CH2:32][CH2:31][CH2:30]3)=[CH:25][CH:24]=2)[O:13][CH2:12]1. (3) The reactants are [CH3:1][O:2][C:3]1[CH:4]=[C:5]2[C:10](=[CH:11][C:12]=1[O:13][CH3:14])[N:9]=[CH:8][CH:7]=[C:6]2[O:15][C:16]1[CH:22]=[CH:21][C:19]([NH2:20])=[CH:18][CH:17]=1.Cl[C:24](Cl)([O:26][C:27](=[O:33])OC(Cl)(Cl)Cl)Cl.[CH3:35][C:36]1[CH:37]=[C:38](CO)[CH:39]=[CH:40][CH:41]=1.C(=O)(O)[O-].[Na+]. The catalyst is C(Cl)Cl.C(N(CC)CC)C.C1(C)C=CC=CC=1. The product is [CH3:1][O:2][C:3]1[CH:4]=[C:5]2[C:10](=[CH:11][C:12]=1[O:13][CH3:14])[N:9]=[CH:8][CH:7]=[C:6]2[O:15][C:16]1[CH:22]=[CH:21][C:19]([NH:20][C:27](=[O:33])[O:26][CH2:24][C:40]2[CH:39]=[CH:38][CH:37]=[C:36]([CH3:35])[CH:41]=2)=[CH:18][CH:17]=1. The yield is 0.890. (4) The reactants are C([O-])([O-])=O.[K+].[K+].[Cl:7][C:8]1[CH:9]=[CH:10][C:11]([OH:17])=[C:12]([CH:16]=1)[C:13]([OH:15])=[O:14].Cl[CH2:19][C:20]([CH3:22])=[CH2:21]. The catalyst is CN(C=O)C. The product is [Cl:7][C:8]1[CH:9]=[CH:10][C:11]([O:17][CH2:13][C:12]([CH3:16])=[CH2:11])=[C:12]([CH:16]=1)[C:13]([O:15][CH2:19][C:20]([CH3:22])=[CH2:21])=[O:14]. The yield is 1.00. (5) The reactants are Br[CH2:2][CH:3]1[CH2:5][CH2:4]1.C(=O)([O-])[O-].[Cs+].[Cs+].[OH:12][C:13]1[CH:18]=[CH:17][C:16]([C:19]2[C:24](=[O:25])[N:23]([CH2:26][C:27]3[CH:32]=[CH:31][C:30]([C:33]4[C:34]([C:39]#[N:40])=[CH:35][CH:36]=[CH:37][CH:38]=4)=[CH:29][CH:28]=3)[C:22]([CH2:41][CH2:42][CH3:43])=[N:21][C:20]=2[CH3:44])=[CH:15][CH:14]=1. The catalyst is CN(C)C=O.C(OCC)(=O)C. The product is [CH:5]1([CH2:4][O:12][C:13]2[CH:14]=[CH:15][C:16]([C:19]3[C:24](=[O:25])[N:23]([CH2:26][C:27]4[CH:32]=[CH:31][C:30]([C:33]5[C:34]([C:39]#[N:40])=[CH:35][CH:36]=[CH:37][CH:38]=5)=[CH:29][CH:28]=4)[C:22]([CH2:41][CH2:42][CH3:43])=[N:21][C:20]=3[CH3:44])=[CH:17][CH:18]=2)[CH2:3][CH2:2]1. The yield is 1.00. (6) The reactants are [OH:1][CH2:2][CH2:3][NH:4][C:5]1[C:6]([C:10]2[N:14]([C:15]3[CH:20]=[CH:19][CH:18]=[C:17]([C:21]([F:24])([F:23])[F:22])[CH:16]=3)[C:13](=[O:25])[O:12][N:11]=2)=[N:7][O:8][N:9]=1.[CH3:26][S:27](Cl)(=[O:29])=[O:28].C(N(CC)CC)C. The catalyst is C(OCC)(=O)C. The product is [CH3:26][S:27]([O:1][CH2:2][CH2:3][NH:4][C:5]1[C:6]([C:10]2[N:14]([C:15]3[CH:20]=[CH:19][CH:18]=[C:17]([C:21]([F:22])([F:24])[F:23])[CH:16]=3)[C:13](=[O:25])[O:12][N:11]=2)=[N:7][O:8][N:9]=1)(=[O:29])=[O:28]. The yield is 0.990. (7) The reactants are [C:1]([O:5][C:6]([N:8]1[CH2:11][CH:10]([OH:12])[CH2:9]1)=[O:7])([CH3:4])([CH3:3])[CH3:2].[CH3:13][S:14](Cl)(=[O:16])=[O:15].C(N(CC)CC)C. The catalyst is C(Cl)Cl. The product is [C:1]([O:5][C:6]([N:8]1[CH2:11][CH:10]([O:12][S:14]([CH3:13])(=[O:16])=[O:15])[CH2:9]1)=[O:7])([CH3:4])([CH3:2])[CH3:3]. The yield is 1.00. (8) The reactants are S([O-])([O-])(=O)=O.[Na+].[Na+].Cl[C:9](Cl)(Cl)[CH:10]([OH:12])O.[C:15]([C:19]1[CH:24]=[C:23]([C:25]([CH3:28])([CH3:27])[CH3:26])[CH:22]=[CH:21][C:20]=1[NH2:29])([CH3:18])([CH3:17])[CH3:16].Cl.[NH2:31][OH:32]. The catalyst is O.Cl. The product is [C:15]([C:19]1[CH:24]=[C:23]([C:25]([CH3:28])([CH3:27])[CH3:26])[CH:22]=[CH:21][C:20]=1[NH:29][C:10](=[O:12])/[CH:9]=[N:31]/[OH:32])([CH3:18])([CH3:17])[CH3:16]. The yield is 0.250.